From a dataset of Catalyst prediction with 721,799 reactions and 888 catalyst types from USPTO. Predict which catalyst facilitates the given reaction. (1) The catalyst class is: 6. Reactant: C([O:5][C:6]([C@@H:8]1[CH2:10][C@H:9]1[C:11]1[CH:12]=[CH:13][C:14]([O:21][CH3:22])=[C:15]([CH:20]=1)[C:16]([O:18][CH3:19])=[O:17])=[O:7])(C)(C)C.C(O)(C(F)(F)F)=O. Product: [CH3:22][O:21][C:14]1[CH:13]=[CH:12][C:11]([C@@H:9]2[CH2:10][C@H:8]2[C:6]([OH:7])=[O:5])=[CH:20][C:15]=1[C:16]([O:18][CH3:19])=[O:17]. (2) Reactant: [Cl:1][C:2]1[CH:7]=[CH:6][C:5](B(O)O)=[CH:4][C:3]=1[C:11]([F:14])([F:13])[F:12].[F:15][C:16]1[CH:17]=[C:18]([CH:28]([NH:30][C:31]([C:33]2[N:34]=[C:35](Cl)[O:36][CH:37]=2)=[O:32])[CH3:29])[CH:19]=[C:20]([F:27])[C:21]=1[NH:22][S:23]([CH3:26])(=[O:25])=[O:24].C([O-])([O-])=O.[Cs+].[Cs+]. Product: [F:27][C:20]1[CH:19]=[C:18]([CH:28]([NH:30][C:31]([C:33]2[N:34]=[C:35]([C:5]3[CH:6]=[CH:7][C:2]([Cl:1])=[C:3]([C:11]([F:14])([F:13])[F:12])[CH:4]=3)[O:36][CH:37]=2)=[O:32])[CH3:29])[CH:17]=[C:16]([F:15])[C:21]=1[NH:22][S:23]([CH3:26])(=[O:25])=[O:24]. The catalyst class is: 235. (3) Reactant: [NH2:1][C:2]1[CH:7]=[CH:6][CH:5]=[CH:4][CH:3]=1.[Br:8][C:9]1[CH:14]=[CH:13][C:12]([S:15](Cl)(=[O:17])=[O:16])=[CH:11][CH:10]=1.CCN(C(C)C)C(C)C.Cl. Product: [Br:8][C:9]1[CH:14]=[CH:13][C:12]([S:15]([NH:1][C:2]2[CH:7]=[CH:6][CH:5]=[CH:4][CH:3]=2)(=[O:17])=[O:16])=[CH:11][CH:10]=1. The catalyst class is: 20. (4) Reactant: Br[C:2]1[N:6]2[CH2:7][CH2:8][N:9]([C:11]([O:13][C:14]([CH3:17])([CH3:16])[CH3:15])=[O:12])[CH2:10][C:5]2=[N:4][C:3]=1[C:18]([F:21])([F:20])[F:19].[CH2:22]([Sn](CCCC)(CCCC)C=C)[CH2:23]CC. Product: [C:14]([O:13][C:11]([N:9]1[CH2:8][CH2:7][N:6]2[C:2]([CH:22]=[CH2:23])=[C:3]([C:18]([F:21])([F:20])[F:19])[N:4]=[C:5]2[CH2:10]1)=[O:12])([CH3:17])([CH3:16])[CH3:15]. The catalyst class is: 747. (5) Reactant: [NH2:1][C:2]12[C:20](=[O:21])[C:19]3[C:14](=[CH:15][CH:16]=[CH:17][CH:18]=3)[C:3]1([OH:22])[O:4][C:5]1[C:10]2=[CH:9][CH:8]=[C:7]([CH:11]([CH3:13])[CH3:12])[CH:6]=1.C(N([CH2:28][CH3:29])CC)C.[C:30](Cl)(=[O:36])[CH2:31][CH2:32][CH2:33][CH2:34][CH3:35]. Product: [C:30]([NH:1][C:2]1([C:10]2[CH:9]=[CH:8][C:7]([CH:11]([CH3:12])[CH3:13])=[CH:6][C:5]=2[O:4][C:3](=[O:4])[CH2:2][CH2:10][CH2:9][CH2:28][CH3:29])[C:20](=[O:21])[C:19]2[C:14](=[CH:15][CH:16]=[CH:17][CH:18]=2)[C:3]1=[O:22])(=[O:36])[CH2:31][CH2:32][CH2:33][CH2:34][CH3:35]. The catalyst class is: 2.